From a dataset of Peptide-MHC class I binding affinity with 185,985 pairs from IEDB/IMGT. Regression. Given a peptide amino acid sequence and an MHC pseudo amino acid sequence, predict their binding affinity value. This is MHC class I binding data. (1) The peptide sequence is RFPLCFGW. The MHC is HLA-A23:01 with pseudo-sequence HLA-A23:01. The binding affinity (normalized) is 0.382. (2) The peptide sequence is FVFAPTHGL. The MHC is HLA-B83:01 with pseudo-sequence HLA-B83:01. The binding affinity (normalized) is 0.213.